Predict which catalyst facilitates the given reaction. From a dataset of Catalyst prediction with 721,799 reactions and 888 catalyst types from USPTO. (1) Reactant: [CH2:1]([C:8]1N=C2C(CC3C=CC=CC=3)=NC(C3C=CC=CC=3)=CN2[C:29]=1[O:30]C)[C:2]1[CH:7]=[CH:6][CH:5]=[CH:4][CH:3]=1.C(C1C(=[O:61])N2C=C(C3C=CC=CC=3)NC(CC3C=CC=CC=3)=C2N=1)C1C=CC=CC=1.C(N(C(C)C)CC)(C)C.CI. Product: [O:61]=[C:8]([CH2:1][C:2]1[CH:7]=[CH:6][CH:5]=[CH:4][CH:3]=1)[CH:29]=[O:30]. The catalyst class is: 174. (2) Reactant: [Br:1][C:2]1[CH:7]=[C:6]([Br:8])[N:5]=[C:4]([C:9]2[CH:14]=[CH:13][CH:12]=[CH:11][C:10]=2[Cl:15])[C:3]=1[CH2:16][CH2:17][C:18]([O:20]C(C)(C)C)=[O:19]. Product: [Br:1][C:2]1[CH:7]=[C:6]([Br:8])[N:5]=[C:4]([C:9]2[CH:14]=[CH:13][CH:12]=[CH:11][C:10]=2[Cl:15])[C:3]=1[CH2:16][CH2:17][C:18]([OH:20])=[O:19]. The catalyst class is: 574. (3) Reactant: [CH3:1][O:2][C:3]1[CH:4]=[C:5]([CH:11]([NH2:13])[CH3:12])[CH:6]=[CH:7][C:8]=1[O:9][CH3:10].C(=O)([O-])[O-].[Na+].[Na+].C(N1[C:29](=[O:30])[C:28]2=[CH:31][CH:32]=[CH:33][CH:34]=[C:27]2[C:26]1=[O:35])(OCC)=O. Product: [C:26]1(=[O:35])[N:13]([CH:11]([C:5]2[CH:6]=[CH:7][C:8]([O:9][CH3:10])=[C:3]([O:2][CH3:1])[CH:4]=2)[CH3:12])[C:29](=[O:30])[C:28]2=[CH:31][CH:32]=[CH:33][CH:34]=[C:27]12. The catalyst class is: 192. (4) Product: [NH2:10][CH2:11][CH2:12][NH:13][C:14]([CH:16]1[CH2:20][CH2:19][N:18]([C:21]2[C:22]([Br:28])=[CH:23][N:24]=[CH:25][C:26]=2[Br:27])[CH2:17]1)=[O:15]. The catalyst class is: 4. Reactant: C(OC(=O)[NH:10][CH2:11][CH2:12][NH:13][C:14]([CH:16]1[CH2:20][CH2:19][N:18]([C:21]2[C:26]([Br:27])=[CH:25][N:24]=[CH:23][C:22]=2[Br:28])[CH2:17]1)=[O:15])C1C=CC=CC=1.I[Si](C)(C)C. (5) Product: [OH:7][CH2:8][C:9]([CH3:36])([C:30]1[CH:35]=[CH:34][CH:33]=[CH:32][CH:31]=1)[CH2:10][CH2:11][CH2:12][S:13][CH2:14][CH2:15][CH2:16][C:17]([CH3:18])([C:19]1[CH:24]=[CH:23][CH:22]=[CH:21][CH:20]=1)[CH2:25][OH:26]. The catalyst class is: 4. Reactant: CO.[Li+].[BH4-].C([O:7][C:8](=O)[C:9]([CH3:36])([C:30]1[CH:35]=[CH:34][CH:33]=[CH:32][CH:31]=1)[CH2:10][CH2:11][CH2:12][S:13][CH2:14][CH2:15][CH2:16][C:17]([C:25](OCC)=[O:26])([C:19]1[CH:24]=[CH:23][CH:22]=[CH:21][CH:20]=1)[CH3:18])C.Cl.[Cl-].[NH4+]. (6) Reactant: [N+:1]([C:4]([CH3:21])=[CH:5][C:6]1[CH:7]=[CH:8][C:9]([N:12]2[CH:16]=[CH:15][C:14]([C:17]([F:20])([F:19])[F:18])=[N:13]2)=[N:10][CH:11]=1)([O-])=O.[H-].[Al+3].[Li+].[H-].[H-].[H-].O.[OH-].[Na+]. Product: [CH3:21][CH:4]([NH2:1])[CH2:5][C:6]1[CH:11]=[N:10][C:9]([N:12]2[CH:16]=[CH:15][C:14]([C:17]([F:20])([F:19])[F:18])=[N:13]2)=[CH:8][CH:7]=1. The catalyst class is: 7.